Dataset: Full USPTO retrosynthesis dataset with 1.9M reactions from patents (1976-2016). Task: Predict the reactants needed to synthesize the given product. (1) Given the product [CH2:15]([C:14]1[C:19]([CH3:20])=[C:3]([C:1]#[N:2])[C:4]2[N:8]([N:7]=[C:6]([CH3:9])[N:5]=2)[C:13]=1[OH:12])[CH2:16][CH2:17][CH3:18], predict the reactants needed to synthesize it. The reactants are: [C:1]([CH2:3][C:4]1[NH:8][N:7]=[C:6]([CH3:9])[N:5]=1)#[N:2].C([O:12][C:13](=O)[CH:14]([C:19](=O)[CH3:20])[CH2:15][CH2:16][CH2:17][CH3:18])C.C([O-])(=O)C.[NH4+]. (2) Given the product [Cl:1][C:3]1[CH:4]=[CH:5][C:6]2[CH2:10][CH:9]([C:11]#[N:12])[C:7]=2[CH:8]=1, predict the reactants needed to synthesize it. The reactants are: [ClH:1].N[C:3]1[CH:4]=[CH:5][C:6]2[CH2:10][CH:9]([C:11]#[N:12])[C:7]=2[CH:8]=1.N([O-])=O.[Na+].C(OCC)(=O)C. (3) Given the product [CH2:1]([C@@H:3]1[CH2:8][NH:7][C@H:6]([CH3:16])[CH2:5][N:4]1[CH3:17])[CH3:2], predict the reactants needed to synthesize it. The reactants are: [CH2:1]([C@@H:3]1[CH2:8][N:7](CC2C=CC=CC=2)[C@H:6]([CH3:16])[CH2:5][N:4]1[CH3:17])[CH3:2].